This data is from Catalyst prediction with 721,799 reactions and 888 catalyst types from USPTO. The task is: Predict which catalyst facilitates the given reaction. (1) The catalyst class is: 6. Reactant: O.C(O)(O)C.[Cl:6][C:7]1[CH:8]=[C:9]([C:14]2[C:15](=[O:23])[N:16]([CH3:22])[N:17]=[CH:18][C:19]=2[O:20]C)[CH:10]=[CH:11][C:12]=1[Cl:13].[OH-].[K+].Cl. Product: [Cl:6][C:7]1[CH:8]=[C:9]([C:14]2[C:15](=[O:23])[N:16]([CH3:22])[N:17]=[CH:18][C:19]=2[OH:20])[CH:10]=[CH:11][C:12]=1[Cl:13]. (2) Reactant: [Br:1][C:2]1[CH:3]=[CH:4][C:5]([OH:10])=[C:6]([CH:9]=1)[CH:7]=O.[Br:11][C:12]1[CH:17]=[CH:16][C:15]([C:18]2([OH:24])[CH2:23][CH2:22][NH:21][CH2:20][CH2:19]2)=[CH:14][CH:13]=1.CC(O)=O.[BH-](OC(C)=O)(OC(C)=O)OC(C)=O.[Na+]. Product: [Br:1][C:2]1[CH:3]=[CH:4][C:5]([OH:10])=[C:6]([CH2:7][N:21]2[CH2:20][CH2:19][C:18]([C:15]3[CH:16]=[CH:17][C:12]([Br:11])=[CH:13][CH:14]=3)([OH:24])[CH2:23][CH2:22]2)[CH:9]=1. The catalyst class is: 25. (3) Reactant: [N+:1]([C:4]1[CH:5]=[C:6]([NH:17][S:18]([C:21]2[CH:26]=[CH:25][CH:24]=[CH:23][CH:22]=2)(=[O:20])=[O:19])[CH:7]=[CH:8][C:9]=1[NH:10][CH2:11][CH:12]1[CH2:16][CH2:15][CH2:14][O:13]1)([O-])=O. Product: [NH2:1][C:4]1[CH:5]=[C:6]([NH:17][S:18]([C:21]2[CH:26]=[CH:25][CH:24]=[CH:23][CH:22]=2)(=[O:20])=[O:19])[CH:7]=[CH:8][C:9]=1[NH:10][CH2:11][CH:12]1[CH2:16][CH2:15][CH2:14][O:13]1. The catalyst class is: 99. (4) Reactant: [O:1]=[S:2]1(=[O:28])[C:7]2[CH:8]=[CH:9][CH:10]=[CH:11][C:6]=2[NH:5][C:4]([C:12]2[C:17](=[O:18])[N:16]([N:19]=[CH:20][CH:21]([CH3:23])C)[C:15]3[CH:24]=[CH:25][S:26][C:14]=3[C:13]=2[OH:27])=[N:3]1.CO.[BH4-].[Li+].Cl.O1CC[CH2:36][CH2:35]1. Product: [O:1]=[S:2]1(=[O:28])[C:7]2[CH:8]=[CH:9][CH:10]=[CH:11][C:6]=2[NH:5][C:4]([C:12]2[C:17](=[O:18])[N:16]([NH:19][CH:20]([CH2:35][CH3:36])[CH2:21][CH3:23])[C:15]3[CH:24]=[CH:25][S:26][C:14]=3[C:13]=2[OH:27])=[N:3]1. The catalyst class is: 6. (5) Reactant: [H-].[Na+].Br[C:4]1[C:13]2[C:8](=[CH:9][C:10]([O:16][CH3:17])=[C:11]([O:14][CH3:15])[CH:12]=2)[C:7]([C:18]#[N:19])=[CH:6][N:5]=1.[CH2:20]([O:22][C:23]1[CH:24]=[C:25]([CH:28]=[CH:29][CH:30]=1)[CH:26]=[O:27])[CH3:21].[I-].C[N+]1C=CN(C)C=1. Product: [CH2:20]([O:22][C:23]1[CH:24]=[C:25]([CH:28]=[CH:29][CH:30]=1)[C:26]([C:4]1[C:13]2[C:8](=[CH:9][C:10]([O:16][CH3:17])=[C:11]([O:14][CH3:15])[CH:12]=2)[C:7]([C:18]#[N:19])=[CH:6][N:5]=1)=[O:27])[CH3:21]. The catalyst class is: 735.